From a dataset of Catalyst prediction with 721,799 reactions and 888 catalyst types from USPTO. Predict which catalyst facilitates the given reaction. (1) Reactant: Cl[C:2]1[N:3]=[C:4]([NH:11][C:12]2[NH:16][N:15]=[C:14]([C:17]([NH:19][CH:20]3[CH2:22][CH2:21]3)=[O:18])[CH:13]=2)[C:5]2[O:10][CH:9]=[CH:8][C:6]=2[N:7]=1.Cl.[NH:24]1[CH2:28][CH2:27][CH2:26][CH:25]1[C:29]1[CH:34]=[CH:33][CH:32]=[CH:31][N:30]=1.CCN(C(C)C)C(C)C. Product: [CH:20]1([NH:19][C:17]([C:14]2[CH:13]=[C:12]([NH:11][C:4]3[C:5]4[O:10][CH:9]=[CH:8][C:6]=4[N:7]=[C:2]([N:24]4[CH2:28][CH2:27][CH2:26][CH:25]4[C:29]4[CH:34]=[CH:33][CH:32]=[CH:31][N:30]=4)[N:3]=3)[NH:16][N:15]=2)=[O:18])[CH2:22][CH2:21]1. The catalyst class is: 3. (2) Reactant: C[O:2][C:3]([C:5]1[O:9][C:8]([CH:10]=[CH:11][C:12]2[CH:17]=[CH:16][C:15]([O:18][CH3:19])=[CH:14][CH:13]=2)=[N:7][C:6]=1[CH2:20][O:21][CH3:22])=O.[H-].[Al+3].[Li+].[H-].[H-].[H-].C(OCC)(=O)C.[NH4+].[Cl-]. Product: [CH3:22][O:21][CH2:20][C:6]1[N:7]=[C:8]([CH:10]=[CH:11][C:12]2[CH:13]=[CH:14][C:15]([O:18][CH3:19])=[CH:16][CH:17]=2)[O:9][C:5]=1[CH2:3][OH:2]. The catalyst class is: 7. (3) Reactant: [CH3:1][N:2]1[CH2:7][CH2:6][N:5]([C:8]2[CH:13]=[CH:12][CH:11]=[CH:10][C:9]=2[C:14](=[O:32])/[CH:15]=[CH:16]/[C:17]2[N:22]=[C:21](/[CH:23]=[CH:24]/[C:25]([O:27]C(C)(C)C)=O)[CH:20]=[CH:19][CH:18]=2)[CH2:4][CH2:3]1.C1C=CC2[N:41]([OH:42])N=NC=2C=1.C(Cl)C[Cl:45].NOC1CCCCO1. Product: [ClH:45].[ClH:45].[OH:42][NH:41][C:25](=[O:27])/[CH:24]=[CH:23]/[C:21]1[CH:20]=[CH:19][CH:18]=[C:17](/[CH:16]=[CH:15]/[C:14]([C:9]2[CH:10]=[CH:11][CH:12]=[CH:13][C:8]=2[N:5]2[CH2:6][CH2:7][N:2]([CH3:1])[CH2:3][CH2:4]2)=[O:32])[N:22]=1. The catalyst class is: 137. (4) Reactant: Br.[NH2:2][C:3]1[C:4]([OH:18])=[C:5]([C:9]2[CH:14]=[CH:13][CH:12]=[C:11]([C:15]([OH:17])=[O:16])[CH:10]=2)[CH:6]=[CH:7][CH:8]=1.[N:19]([O-])=O.[Na+].[CH3:23][C:24]1[CH2:25][C:26](=[O:39])[N:27]([C:29]2[CH:30]=[C:31]3[C:35](=[CH:36][CH:37]=2)[CH2:34][CH2:33][CH:32]3[CH3:38])[N:28]=1.C(=O)(O)[O-].[Na+]. Product: [OH:18][C:4]1[C:3]([NH:2][N:19]=[C:25]2[C:26](=[O:39])[N:27]([C:29]3[CH:30]=[C:31]4[C:35](=[CH:36][CH:37]=3)[CH2:34][CH2:33][CH:32]4[CH3:38])[N:28]=[C:24]2[CH3:23])=[CH:8][CH:7]=[CH:6][C:5]=1[C:9]1[CH:14]=[CH:13][CH:12]=[C:11]([C:15]([OH:17])=[O:16])[CH:10]=1. The catalyst class is: 502. (5) Reactant: [CH3:1][C:2]1([CH3:34])[CH2:6][N:5]([CH2:7][C:8]2[CH:13]=[CH:12][C:11]([C:14]([F:17])([F:16])[F:15])=[CH:10][CH:9]=2)[C@@H:4]([C:18]([NH:20][C:21]2([C:24]3[CH:33]=[CH:32][C:27]([C:28]([O:30]C)=[O:29])=[CH:26][CH:25]=3)[CH2:23][CH2:22]2)=[O:19])[CH2:3]1.O1CCOCC1.O[Li].O. Product: [CH3:1][C:2]1([CH3:34])[CH2:6][N:5]([CH2:7][C:8]2[CH:9]=[CH:10][C:11]([C:14]([F:17])([F:16])[F:15])=[CH:12][CH:13]=2)[C@@H:4]([C:18]([NH:20][C:21]2([C:24]3[CH:25]=[CH:26][C:27]([C:28]([OH:30])=[O:29])=[CH:32][CH:33]=3)[CH2:22][CH2:23]2)=[O:19])[CH2:3]1. The catalyst class is: 6. (6) Reactant: C[O:2][C:3](=[O:25])[CH2:4][C:5]1[CH:9]=[C:8]([C:10](=[O:18])[C:11]2[CH:16]=[CH:15][C:14]([Cl:17])=[CH:13][CH:12]=2)[S:7][C:6]=1[C:19]1[CH:24]=[CH:23][CH:22]=[CH:21][CH:20]=1.[OH-].[Na+]. Product: [Cl:17][C:14]1[CH:15]=[CH:16][C:11]([C:10]([C:8]2[S:7][C:6]([C:19]3[CH:24]=[CH:23][CH:22]=[CH:21][CH:20]=3)=[C:5]([CH2:4][C:3]([OH:25])=[O:2])[CH:9]=2)=[O:18])=[CH:12][CH:13]=1. The catalyst class is: 20.